Dataset: KCNQ2 potassium channel screen with 302,405 compounds. Task: Binary Classification. Given a drug SMILES string, predict its activity (active/inactive) in a high-throughput screening assay against a specified biological target. The drug is Fc1c(CNC(=O)C23CC4CC(C2)CC(C3)C4)cccc1. The result is 0 (inactive).